This data is from Forward reaction prediction with 1.9M reactions from USPTO patents (1976-2016). The task is: Predict the product of the given reaction. (1) Given the reactants [OH-].[K+].[N+:3]([CH3:6])([O-:5])=[O:4].[O:7]1[CH:11]=[CH:10][CH:9]=[C:8]1[CH:12]=O, predict the reaction product. The product is: [N+:3]([CH:6]=[CH:12][C:8]1[O:7][CH:11]=[CH:10][CH:9]=1)([O-:5])=[O:4]. (2) Given the reactants O.[OH-].[Li+].[Cl:4][C:5]1[CH:10]=[C:9]([S:11][C:12]2[CH:17]=[CH:16][C:15]([N:18](S(C)(=O)=O)[S:19]([CH3:22])(=[O:21])=[O:20])=[CH:14][CH:13]=2)[CH:8]=[CH:7][C:6]=1[NH:27][C:28](=[O:36])[C:29]([O:32]C(=O)C)([CH3:31])[CH3:30].Cl.C(Cl)Cl, predict the reaction product. The product is: [Cl:4][C:5]1[CH:10]=[C:9]([S:11][C:12]2[CH:13]=[CH:14][C:15]([NH:18][S:19]([CH3:22])(=[O:21])=[O:20])=[CH:16][CH:17]=2)[CH:8]=[CH:7][C:6]=1[NH:27][C:28](=[O:36])[C:29]([OH:32])([CH3:31])[CH3:30]. (3) The product is: [F:13][C:14]([F:29])([F:28])[C:15]1[CH:16]=[C:17]([CH:21]=[C:22]([C:24]([F:27])([F:26])[F:25])[CH:23]=1)[C:18]([N:10]=[C:8]1[N:7]([CH:31]([CH3:37])[C:32]([OH:34])=[O:33])[C:6]2[CH:11]=[C:2]([F:1])[C:3]([F:12])=[CH:4][C:5]=2[S:9]1)=[O:19]. Given the reactants [F:1][C:2]1[C:3]([F:12])=[CH:4][C:5]2[S:9][C:8]([NH2:10])=[N:7][C:6]=2[CH:11]=1.[F:13][C:14]([F:29])([F:28])[C:15]1[CH:16]=[C:17]([CH:21]=[C:22]([C:24]([F:27])([F:26])[F:25])[CH:23]=1)[C:18](Cl)=[O:19].Br[CH:31]([CH3:37])[C:32]([O:34]CC)=[O:33].COC1C=CC2N=C(N)SC=2C=1.ClC1C=C(C=CC=1)C(Cl)=O.BrCC(OCC)=O, predict the reaction product. (4) Given the reactants [C:1]12(O)[CH2:10][CH:5]3[CH2:6][CH:7]([CH2:9][CH:3]([CH2:4]3)[CH2:2]1)[CH2:8]2.[Br:12][C:13]1[CH:18]=[CH:17][C:16]([O:19][CH3:20])=[CH:15][CH:14]=1.C(Cl)Cl.S(=O)(=O)(O)O, predict the reaction product. The product is: [CH:1]12[CH2:10][CH:5]3[CH2:6][CH:7]([CH2:9][CH:3]([CH2:4]3)[CH:2]1[C:17]1[CH:18]=[C:13]([Br:12])[CH:14]=[CH:15][C:16]=1[O:19][CH3:20])[CH2:8]2.